From a dataset of Forward reaction prediction with 1.9M reactions from USPTO patents (1976-2016). Predict the product of the given reaction. (1) Given the reactants C1(P(C2C=CC=CC=2)C2C=CC3C(=CC=CC=3)C=2C2C3C(=CC=CC=3)C=CC=2P(C2C=CC=CC=2)C2C=CC=CC=2)C=CC=CC=1.I[C:48]1[CH:53]=[CH:52][N:51]=[C:50]2[CH:54]=[N:55][N:56]([CH2:57][C:58]3[CH:63]=[CH:62][C:61]([O:64][CH3:65])=[CH:60][CH:59]=3)[C:49]=12.I[C:67]1[CH:72]=[CH:71][N:70]=[C:69]2[CH2:73][NH:74][N:75]([CH2:76][C:77]3[CH:82]=[CH:81][C:80]([O:83][CH3:84])=[CH:79][CH:78]=3)[C:68]=12.[F:85][C:86]1[CH:91]=[CH:90][C:89]([F:92])=[CH:88][C:87]=1[C:93]1[N:98]=[C:97]([CH3:99])[C:96]([CH3:100])=[C:95]([NH2:101])[CH:94]=1.CC([O-])(C)C.[Na+], predict the reaction product. The product is: [F:85][C:86]1[CH:91]=[CH:90][C:89]([F:92])=[CH:88][C:87]=1[C:93]1[N:98]=[C:97]([CH3:99])[C:96]([CH3:100])=[C:95]([NH:101][C:48]2[CH:53]=[CH:52][N:51]=[C:50]3[CH2:54][NH:55][N:56]([CH2:57][C:58]4[CH:63]=[CH:62][C:61]([O:64][CH3:65])=[CH:60][CH:59]=4)[C:49]=23)[CH:94]=1.[F:85][C:86]1[CH:91]=[CH:90][C:89]([F:92])=[CH:88][C:87]=1[C:93]1[N:98]=[C:97]([CH3:99])[C:96]([CH3:100])=[C:95]([NH:101][C:67]2[C:73]3[C:69](=[CH:68][N:75]([CH2:76][C:77]4[CH:78]=[CH:79][C:80]([O:83][CH3:84])=[CH:81][CH:82]=4)[N:74]=3)[N:70]=[CH:71][CH:72]=2)[CH:94]=1. (2) Given the reactants [N:1]1[CH:6]=[CH:5][C:4]([C:7]2[S:8][CH:9]=[C:10]([C:12]3[C:13](=[O:24])[NH:14][C:15]4[C:20]([CH:21]=3)=[CH:19][CH:18]=[C:17]([CH:22]=O)[CH:16]=4)[N:11]=2)=[CH:3][CH:2]=1.[NH:25]1[CH2:28][CH2:27][CH2:26]1, predict the reaction product. The product is: [N:25]1([CH2:22][C:17]2[CH:16]=[C:15]3[C:20]([CH:21]=[C:12]([C:10]4[N:11]=[C:7]([C:4]5[CH:5]=[CH:6][N:1]=[CH:2][CH:3]=5)[S:8][CH:9]=4)[C:13](=[O:24])[NH:14]3)=[CH:19][CH:18]=2)[CH2:28][CH2:27][CH2:26]1. (3) The product is: [O:25]=[C:23]1[O:22][N:21]=[C:20]([C:16]2[CH:15]=[C:14]([CH:19]=[CH:18][CH:17]=2)[CH:13]=[O:12])[NH:24]1. Given the reactants C1C=C[NH+]=CC=1.[O-][Cr](Cl)(=O)=O.[OH:12][CH2:13][C:14]1[CH:15]=[C:16]([C:20]2[NH:24][C:23](=[O:25])[O:22][N:21]=2)[CH:17]=[CH:18][CH:19]=1.ClCCl, predict the reaction product. (4) Given the reactants [NH:1]1[CH2:6][CH2:5][CH2:4][CH:3]([N:7]2[C:11]3=[C:12]4[CH:18]=[CH:17][NH:16][C:13]4=[N:14][CH:15]=[C:10]3[NH:9][C:8]2=[O:19])[CH2:2]1.ON1C2C=CC=CC=2N=N1.[C:30](O)(=[O:34])[CH2:31][CH:32]=[CH2:33].N=C=N.C(O)C(N)(CO)CO.[N-]=C=O, predict the reaction product. The product is: [C:30]([N:1]1[CH2:6][CH2:5][CH2:4][CH:3]([N:7]2[C:11]3=[C:12]4[CH:18]=[CH:17][NH:16][C:13]4=[N:14][CH:15]=[C:10]3[NH:9][C:8]2=[O:19])[CH2:2]1)(=[O:34])[CH2:31][CH:32]=[CH2:33]. (5) Given the reactants [CH2:1]([C:8]1[CH:17]=[N:16][C:15]2[C:10](=[CH:11][CH:12]=[CH:13][CH:14]=2)[N:9]=1)[C:2]1[CH:7]=[CH:6][CH:5]=[CH:4][CH:3]=1, predict the reaction product. The product is: [CH2:1]([C@H:8]1[CH2:17][NH:16][C:15]2[C:10](=[CH:11][CH:12]=[CH:13][CH:14]=2)[NH:9]1)[C:2]1[CH:3]=[CH:4][CH:5]=[CH:6][CH:7]=1. (6) Given the reactants [F:1][C:2]1[CH:3]=[CH:4][C:5]([O:10][CH2:11][C@@H:12]2[CH2:14][O:13]2)=[C:6]([CH:9]=1)C=O.C1C=C(Cl)C=C([C:22]([O:24]O)=[O:23])C=1, predict the reaction product. The product is: [CH:22]([O:24][C:6]1[CH:9]=[C:2]([F:1])[CH:3]=[CH:4][C:5]=1[O:10][CH2:11][C@@H:12]1[CH2:14][O:13]1)=[O:23]. (7) Given the reactants [C:1]([CH:4](OS(C1C=CC(C)=CC=1)(=O)=O)[C:5]1[CH:10]=[CH:9][CH:8]=[CH:7][CH:6]=1)(=[O:3])[NH2:2].[Cl:22][C:23]1[CH:24]=[C:25]([CH2:30][CH2:31][C@H:32]2[C:41]3[C:36](=[CH:37][C:38]([O:44][CH3:45])=[C:39]([O:42][CH3:43])[CH:40]=3)[CH2:35][CH2:34][NH:33]2)[CH:26]=[CH:27][C:28]=1[CH3:29], predict the reaction product. The product is: [Cl:22][C:23]1[CH:24]=[C:25]([CH2:30][CH2:31][C@H:32]2[C:41]3[C:36](=[CH:37][C:38]([O:44][CH3:45])=[C:39]([O:42][CH3:43])[CH:40]=3)[CH2:35][CH2:34][N:33]2[C@H:4]([C:5]2[CH:6]=[CH:7][CH:8]=[CH:9][CH:10]=2)[C:1]([NH2:2])=[O:3])[CH:26]=[CH:27][C:28]=1[CH3:29].